From a dataset of Forward reaction prediction with 1.9M reactions from USPTO patents (1976-2016). Predict the product of the given reaction. (1) The product is: [N:1]([C:4]1[CH:5]=[CH:6][C:7]([C:8]([NH:32][CH2:31][CH2:30][CH2:29][C:23]2[CH:28]=[CH:27][CH:26]=[CH:25][CH:24]=2)=[O:10])=[CH:11][CH:12]=1)=[N+:2]=[N-:3]. Given the reactants [N:1]([C:4]1[CH:12]=[CH:11][C:7]([C:8]([OH:10])=O)=[CH:6][CH:5]=1)=[N+:2]=[N-:3].C1C=CC2N(O)N=NC=2C=1.[C:23]1([CH2:29][CH2:30][CH2:31][NH2:32])[CH:28]=[CH:27][CH:26]=[CH:25][CH:24]=1.CCN=C=NCCCN(C)C, predict the reaction product. (2) Given the reactants [Br:1][C:2]1[CH:3]=[CH:4][C:5]2[C:13](=[O:14])[C:12](=[O:15])[C:11]3[NH:10][C:9]([CH3:16])=[C:8]([C:17]([O:19][CH2:20][CH3:21])=[O:18])[C:7]=3[C:6]=2[CH:22]=1.Br[CH2:24][C:25]([O:27][C:28]([CH3:31])([CH3:30])[CH3:29])=[O:26].C([O-])([O-])=O.[K+].[K+], predict the reaction product. The product is: [Br:1][C:2]1[CH:3]=[CH:4][C:5]2[C:13](=[O:14])[C:12](=[O:15])[C:11]3[N:10]([CH2:24][C:25]([O:27][C:28]([CH3:31])([CH3:30])[CH3:29])=[O:26])[C:9]([CH3:16])=[C:8]([C:17]([O:19][CH2:20][CH3:21])=[O:18])[C:7]=3[C:6]=2[CH:22]=1. (3) Given the reactants [CH:1]([C:3]1[CH:8]=[CH:7][C:6]([C:9]2[S:10][CH:11]=[CH:12][C:13]=2[C:14]#[N:15])=[CH:5][CH:4]=1)=O.[C:16]1([CH3:28])[CH:21]=[CH:20][C:19]([S:22]([CH2:25][C:26]#[N:27])(=[O:24])=[O:23])=[CH:18][CH:17]=1, predict the reaction product. The product is: [C:26]([C:25]([S:22]([C:19]1[CH:20]=[CH:21][C:16]([CH3:28])=[CH:17][CH:18]=1)(=[O:24])=[O:23])=[CH:1][C:3]1[CH:8]=[CH:7][C:6]([C:9]2[S:10][CH:11]=[CH:12][C:13]=2[C:14]#[N:15])=[CH:5][CH:4]=1)#[N:27]. (4) Given the reactants Cl[C:2]1[N:7]=[C:6]([NH2:8])[N:5]=[C:4]([NH:9][C:10]2[CH:15]=[CH:14][C:13]([CH3:16])=[CH:12][CH:11]=2)[CH:3]=1.[Cl:17][C:18]1[CH:19]=[CH:20][C:21]([O:27][CH3:28])=[C:22](B(O)O)[CH:23]=1.C1(P(C2C=CC=CC=2)C2C=CC=CC=2)C=CC=CC=1.C(=O)([O-])[O-].[Na+].[Na+], predict the reaction product. The product is: [Cl:17][C:18]1[CH:23]=[CH:22][C:21]([O:27][CH3:28])=[C:20]([C:2]2[N:7]=[C:6]([NH2:8])[N:5]=[C:4]([NH:9][C:10]3[CH:15]=[CH:14][C:13]([CH3:16])=[CH:12][CH:11]=3)[CH:3]=2)[CH:19]=1. (5) The product is: [NH2:21][C:18]1[CH:17]=[C:16]([NH:32][C:33]2[CH:38]=[N:37][CH:36]=[CH:35][N:34]=2)[C:15]([S:12]([NH:11][C:8]2[CH:9]=[CH:10][C:5]3[CH2:4][O:3][B:2]([OH:1])[C:6]=3[CH:7]=2)(=[O:13])=[O:14])=[N:20][CH:19]=1. Given the reactants [OH:1][B:2]1[C:6]2[CH:7]=[C:8]([NH:11][S:12]([C:15]3[N:20]=[CH:19][C:18]([NH:21]C(=O)OCC4C=CC=CC=4)=[CH:17][C:16]=3[NH:32][C:33]3[CH:38]=[N:37][CH:36]=[CH:35][N:34]=3)(=[O:14])=[O:13])[CH:9]=[CH:10][C:5]=2[CH2:4][O:3]1, predict the reaction product. (6) Given the reactants C(OC(=O)[NH:7][C:8]1([C:12]2[CH:17]=[CH:16][C:15]([C:18]3[CH:19]=[N:20][NH:21][CH:22]=3)=[CH:14][N:13]=2)[CH2:11][CH2:10][CH2:9]1)(C)(C)C.C(O)(C(F)(F)F)=O.[ClH:31].O1CCOCC1, predict the reaction product. The product is: [ClH:31].[ClH:31].[NH:20]1[CH:19]=[C:18]([C:15]2[CH:16]=[CH:17][C:12]([C:8]3([NH2:7])[CH2:11][CH2:10][CH2:9]3)=[N:13][CH:14]=2)[CH:22]=[N:21]1. (7) Given the reactants Cl.[CH3:2][O:3][CH2:4][CH2:5][C@@H:6]([NH2:8])[CH3:7].C(N(CC)CC)C.[C:16](N1C=CN=C1)(N1C=CN=C1)=[S:17].Cl, predict the reaction product. The product is: [N:8]([C@@H:6]([CH3:7])[CH2:5][CH2:4][O:3][CH3:2])=[C:16]=[S:17]. (8) Given the reactants [Cl:1][C:2]([O:4][C:5]1[CH:10]=[CH:9][C:8]([N+:11]([O-:13])=[O:12])=[CH:7][CH:6]=1)=[O:3].[N:14]1([CH2:19][CH2:20][CH2:21][OH:22])[CH2:18][CH2:17][CH2:16][CH2:15]1, predict the reaction product. The product is: [ClH:1].[C:2](=[O:3])([O:22][CH2:21][CH2:20][CH2:19][N:14]1[CH2:18][CH2:17][CH2:16][CH2:15]1)[O:4][C:5]1[CH:6]=[CH:7][C:8]([N+:11]([O-:13])=[O:12])=[CH:9][CH:10]=1.